Task: Predict the reactants needed to synthesize the given product.. Dataset: Full USPTO retrosynthesis dataset with 1.9M reactions from patents (1976-2016) (1) Given the product [ClH:33].[CH3:32][C:2]1([CH3:1])[C:8](=[O:9])[NH:7][C:6]2[N:10]=[CH:11][C:12](/[CH:14]=[CH:15]/[C:16]([N:18]([CH2:20][C:21]3[O:22][C:23]4[CH:31]=[CH:30][CH:29]=[CH:28][C:24]=4[C:25]=3[CH2:26][CH3:27])[CH3:19])=[O:17])=[CH:13][C:5]=2[CH2:4][NH:3]1, predict the reactants needed to synthesize it. The reactants are: [CH3:1][C:2]1([CH3:32])[C:8](=[O:9])[NH:7][C:6]2[N:10]=[CH:11][C:12](/[CH:14]=[CH:15]/[C:16]([N:18]([CH2:20][C:21]3[O:22][C:23]4[CH:31]=[CH:30][CH:29]=[CH:28][C:24]=4[C:25]=3[CH2:26][CH3:27])[CH3:19])=[O:17])=[CH:13][C:5]=2[CH2:4][NH:3]1.[ClH:33]. (2) Given the product [CH3:1][CH:2]([CH2:15][CH2:16][CH2:17][CH:18]([CH3:30])[CH2:19][CH2:20][CH2:21][CH:22]([CH3:29])[CH2:23][CH2:24][CH2:25][CH:26]([CH3:28])[CH3:27])[CH2:3][C:4]([O:6][CH2:7][C:8]([CH2:13][OH:14])([CH2:9][OH:10])[CH2:11][OH:12])=[O:5].[OH2:5], predict the reactants needed to synthesize it. The reactants are: [CH3:1][CH:2]([CH2:15][CH2:16][CH2:17][CH:18]([CH3:30])[CH2:19][CH2:20][CH2:21][CH:22]([CH3:29])[CH2:23][CH2:24][CH2:25][CH:26]([CH3:28])[CH3:27])[CH2:3][C:4]([O:6][CH2:7][C:8]([CH2:13][OH:14])([CH2:11][OH:12])[CH2:9][OH:10])=[O:5]. (3) Given the product [C:19]([O:18][C:16]([NH:15][CH2:14][CH2:13][CH2:12][C@@H:11]([C:23]([NH:25][CH2:26][CH2:27][NH:28][C:29]([O:31][C:32]([CH3:35])([CH3:34])[CH3:33])=[O:30])=[O:24])[NH2:10])=[O:17])([CH3:22])([CH3:21])[CH3:20], predict the reactants needed to synthesize it. The reactants are: C(OC(=O)[NH:10][C@H:11]([C:23]([NH:25][CH2:26][CH2:27][NH:28][C:29]([O:31][C:32]([CH3:35])([CH3:34])[CH3:33])=[O:30])=[O:24])[CH2:12][CH2:13][CH2:14][NH:15][C:16]([O:18][C:19]([CH3:22])([CH3:21])[CH3:20])=[O:17])C1C=CC=CC=1. (4) Given the product [F:21][C:18]1[CH:19]=[CH:20][C:15]([CH:14]([C:22]2[CH:23]=[CH:24][C:25]([F:28])=[CH:26][CH:27]=2)[CH:11]2[CH2:12][CH2:13][NH:8][CH2:9][C:10]2=[O:29])=[CH:16][CH:17]=1, predict the reactants needed to synthesize it. The reactants are: C([N:8]1[CH2:13][CH2:12][CH:11]([CH:14]([C:22]2[CH:27]=[CH:26][C:25]([F:28])=[CH:24][CH:23]=2)[C:15]2[CH:20]=[CH:19][C:18]([F:21])=[CH:17][CH:16]=2)[C:10](=[O:29])[CH2:9]1)C1C=CC=CC=1.[H][H]. (5) The reactants are: [Cl:1][C:2]1[N:7]=[C:6]([O:8][CH2:9][C:10]2([CH2:14][OH:15])[CH2:13][CH2:12][CH2:11]2)[CH:5]=[CH:4][N:3]=1.[C:16](Cl)(Cl)=[O:17].[NH2:20][C@@H:21]([CH2:35][CH2:36][CH2:37][CH3:38])[CH:22]([OH:34])[C:23]([NH:25][C@@H:26]([C:28]1[CH:33]=[CH:32][CH:31]=[CH:30][CH:29]=1)[CH3:27])=[O:24].C(N(CC)C(C)C)(C)C.[Cl-].[Na+]. Given the product [OH:34][CH:22]([C@@H:21]([NH:20][C:16](=[O:17])[O:15][CH2:14][C:10]1([CH2:9][O:8][C:6]2[CH:5]=[CH:4][N:3]=[C:2]([Cl:1])[N:7]=2)[CH2:13][CH2:12][CH2:11]1)[CH2:35][CH2:36][CH2:37][CH3:38])[C:23](=[O:24])[NH:25][C@@H:26]([C:28]1[CH:33]=[CH:32][CH:31]=[CH:30][CH:29]=1)[CH3:27], predict the reactants needed to synthesize it. (6) Given the product [C:1]([C:4]1[CH:13]([C:14]2[CH:19]=[CH:18][C:17]([F:20])=[C:16]([Br:21])[CH:15]=2)[C:12]2[C:11](=[O:22])[NH:10][CH:9]=[CH:8][C:7]=2[NH:6][C:5]=1[CH3:23])(=[O:3])[CH3:2], predict the reactants needed to synthesize it. The reactants are: [C:1]([C:4]1[CH:13]([C:14]2[CH:19]=[CH:18][C:17]([F:20])=[C:16]([Br:21])[CH:15]=2)[C:12]2[C:11](=[O:22])[NH:10][CH2:9][CH2:8][C:7]=2[NH:6][C:5]=1[CH3:23])(=[O:3])[CH3:2].BrN1C(=O)CCC1=O. (7) Given the product [C:1]12([NH:7][C:8]3[C:13]([C:14]([NH2:15])=[O:18])=[CH:12][N:11]=[C:10]([S:16][CH3:17])[N:9]=3)[CH2:5][CH:4]([CH2:6]1)[CH2:3][CH2:2]2, predict the reactants needed to synthesize it. The reactants are: [C:1]12([NH:7][C:8]3[C:13]([C:14]#[N:15])=[CH:12][N:11]=[C:10]([S:16][CH3:17])[N:9]=3)[CH2:6][CH:4]([CH2:5]1)[CH2:3][CH2:2]2.[OH:18]O.[OH-].[Na+].